From a dataset of Peptide-MHC class II binding affinity with 134,281 pairs from IEDB. Regression. Given a peptide amino acid sequence and an MHC pseudo amino acid sequence, predict their binding affinity value. This is MHC class II binding data. (1) The MHC is HLA-DQA10501-DQB10402 with pseudo-sequence HLA-DQA10501-DQB10402. The peptide sequence is PFCSHHFHELQLKDG. The binding affinity (normalized) is 0.446. (2) The peptide sequence is ALRVIAGALEVHAVK. The MHC is HLA-DPA10103-DPB10301 with pseudo-sequence HLA-DPA10103-DPB10301. The binding affinity (normalized) is 0.632. (3) The peptide sequence is GAVSFWMCSNGSLQFRI. The MHC is DRB1_0301 with pseudo-sequence DRB1_0301. The binding affinity (normalized) is 0.159.